This data is from Catalyst prediction with 721,799 reactions and 888 catalyst types from USPTO. The task is: Predict which catalyst facilitates the given reaction. (1) The catalyst class is: 18. Product: [C:1]([O:5][C:6]([N:8]1[C:13]2[CH:14]=[C:15]([Cl:20])[C:16]([O:18][CH3:19])=[CH:17][C:12]=2[O:11][CH:10]([C:21](=[O:22])[NH:24][CH2:25][C:26]2([OH:40])[CH2:27][CH2:28][N:29]([CH2:32][C:33]3[CH:38]=[CH:37][C:36]([F:39])=[CH:35][CH:34]=3)[CH2:30][CH2:31]2)[CH2:9]1)=[O:7])([CH3:4])([CH3:2])[CH3:3]. Reactant: [C:1]([O:5][C:6]([N:8]1[C:13]2[CH:14]=[C:15]([Cl:20])[C:16]([O:18][CH3:19])=[CH:17][C:12]=2[O:11][CH:10]([C:21](O)=[O:22])[CH2:9]1)=[O:7])([CH3:4])([CH3:3])[CH3:2].[NH2:24][CH2:25][C:26]1([OH:40])[CH2:31][CH2:30][N:29]([CH2:32][C:33]2[CH:38]=[CH:37][C:36]([F:39])=[CH:35][CH:34]=2)[CH2:28][CH2:27]1.CCN=C=NCCCN(C)C.C1C=CC2N(O)N=NC=2C=1.CCN(C(C)C)C(C)C. (2) Reactant: C(N(CC)CC)C.Cl.[C:9]([O:12][CH2:13][CH2:14][C@@H:15]([C:17]([OH:19])=[O:18])[NH2:16])(=[O:11])[CH3:10].[CH3:20][C:21]([O:24][C:25](O[C:25]([O:24][C:21]([CH3:23])([CH3:22])[CH3:20])=[O:26])=[O:26])([CH3:23])[CH3:22].O. Product: [C:25]([NH:16][C@H:15]([C:17]([OH:19])=[O:18])[CH2:14][CH2:13][O:12][C:9](=[O:11])[CH3:10])([O:24][C:21]([CH3:23])([CH3:22])[CH3:20])=[O:26]. The catalyst class is: 7.